Dataset: Peptide-MHC class II binding affinity with 134,281 pairs from IEDB. Task: Regression. Given a peptide amino acid sequence and an MHC pseudo amino acid sequence, predict their binding affinity value. This is MHC class II binding data. The peptide sequence is LIEDYFEALSLQLSG. The MHC is DRB4_0101 with pseudo-sequence DRB4_0103. The binding affinity (normalized) is 0.568.